This data is from Forward reaction prediction with 1.9M reactions from USPTO patents (1976-2016). The task is: Predict the product of the given reaction. (1) Given the reactants C[O:2][C:3](=[O:20])[CH2:4][CH2:5][N:6]1[C:11]2[CH:12]=[CH:13][CH:14]=[CH:15][C:10]=2[O:9][CH:8]([CH:16]([CH3:18])[CH3:17])[C:7]1=[O:19].[OH-].[Na+], predict the reaction product. The product is: [CH:16]([CH:8]1[C:7](=[O:19])[N:6]([CH2:5][CH2:4][C:3]([OH:20])=[O:2])[C:11]2[CH:12]=[CH:13][CH:14]=[CH:15][C:10]=2[O:9]1)([CH3:18])[CH3:17]. (2) Given the reactants [CH2:1]([O:4][CH2:5][C:6]1[C:11](I)=[CH:10][CH:9]=[CH:8][C:7]=1[F:13])[CH:2]=[CH2:3], predict the reaction product. The product is: [F:13][C:7]1[CH:8]=[CH:9][CH:10]=[C:11]2[C:6]=1[CH2:5][O:4][CH2:1][C:2]2=[CH2:3].